Task: Predict the product of the given reaction.. Dataset: Forward reaction prediction with 1.9M reactions from USPTO patents (1976-2016) (1) Given the reactants Br[C:2]1[CH:14]=[CH:13][C:5]([C:6]([O:8][C:9]([CH3:12])([CH3:11])[CH3:10])=[O:7])=[CH:4][CH:3]=1.[CH:15]1[CH:20]=[CH:19][C:18]([NH:21][C:22]([CH2:24][C:25]([NH:27][C:28]2[CH:33]=[CH:32][CH:31]=[CH:30][CH:29]=2)=[O:26])=[O:23])=[CH:17][CH:16]=1.[O-]P([O-])([O-])=O.[K+].[K+].[K+].P(C(C)(C)C)(C(C)(C)C)C(C)(C)C, predict the reaction product. The product is: [NH:21]([C:22](=[O:23])[CH:24]([C:2]1[CH:14]=[CH:13][C:5]([C:6]([O:8][C:9]([CH3:12])([CH3:11])[CH3:10])=[O:7])=[CH:4][CH:3]=1)[C:25]([NH:27][C:28]1[CH:33]=[CH:32][CH:31]=[CH:30][CH:29]=1)=[O:26])[C:18]1[CH:17]=[CH:16][CH:15]=[CH:20][CH:19]=1. (2) Given the reactants [OH:1][C@H:2]1[C@@H:6]([CH2:7][NH:8][C:9](=[O:14])[C:10]([F:13])([F:12])[F:11])[CH2:5][N:4](C(OC(C)(C)C)=O)[CH2:3]1.[ClH:22], predict the reaction product. The product is: [ClH:22].[F:13][C:10]([F:11])([F:12])[C:9]([NH:8][CH2:7][C@@H:6]1[C@H:2]([OH:1])[CH2:3][NH:4][CH2:5]1)=[O:14]. (3) Given the reactants [CH:1]1([N:6]2[C:14]3[C:9](=[CH:10][CH:11]=[C:12]([C:15]4[N:19]([C:20]5[CH:28]=[CH:27][C:23]([C:24]([OH:26])=O)=[CH:22][CH:21]=5)[N:18]=[CH:17][CH:16]=4)[CH:13]=3)[C:8]([CH2:29][CH3:30])=[N:7]2)[CH2:5][CH2:4][CH2:3][CH2:2]1.[CH2:31]([NH:33][CH2:34][CH3:35])[CH3:32].CN(C(ON1N=NC2C=CC=NC1=2)=[N+](C)C)C.F[P-](F)(F)(F)(F)F.C(N(CC)C(C)C)(C)C, predict the reaction product. The product is: [CH:1]1([N:6]2[C:14]3[C:9](=[CH:10][CH:11]=[C:12]([C:15]4[N:19]([C:20]5[CH:21]=[CH:22][C:23]([C:24]([N:33]([CH2:34][CH3:35])[CH2:31][CH3:32])=[O:26])=[CH:27][CH:28]=5)[N:18]=[CH:17][CH:16]=4)[CH:13]=3)[C:8]([CH2:29][CH3:30])=[N:7]2)[CH2:5][CH2:4][CH2:3][CH2:2]1. (4) Given the reactants Br[CH2:2][CH2:3][CH2:4][CH2:5][CH2:6][CH2:7][C:8]1[C:14]2[CH:15]=[CH:16][C:17]([OH:19])=[CH:18][C:13]=2[CH2:12][CH2:11][CH2:10][C:9]=1[C:20]1[CH:25]=[CH:24][C:23]([F:26])=[C:22]([OH:27])[CH:21]=1.[CH3:28][NH:29][CH2:30][CH2:31][CH2:32][CH2:33][CH2:34][CH2:35][S:36]([CH2:38][CH2:39][CH2:40][C:41]([F:47])([F:46])[C:42]([F:45])([F:44])[F:43])=[O:37], predict the reaction product. The product is: [F:26][C:23]1[CH:24]=[CH:25][C:20]([C:9]2[CH2:10][CH2:11][CH2:12][C:13]3[CH:18]=[C:17]([OH:19])[CH:16]=[CH:15][C:14]=3[C:8]=2[CH2:7][CH2:6][CH2:5][CH2:4][CH2:3][CH2:2][N:29]([CH3:28])[CH2:30][CH2:31][CH2:32][CH2:33][CH2:34][CH2:35][S:36]([CH2:38][CH2:39][CH2:40][C:41]([F:47])([F:46])[C:42]([F:43])([F:44])[F:45])=[O:37])=[CH:21][C:22]=1[OH:27]. (5) Given the reactants [Br:1][C:2]1[CH:3]=[CH:4][C:5]([O:16][CH2:17][C:18]2[CH:23]=[CH:22][C:21]([Cl:24])=[CH:20][CH:19]=2)=[C:6]([CH2:8][N:9]2[CH2:13][CH2:12][CH:11]([NH:14][CH3:15])[CH2:10]2)[CH:7]=1.CCN(CC)CC.[N:32]1[CH:37]=[CH:36][N:35]=[CH:34][C:33]=1[C:38]([OH:40])=O.CN(C(ON1N=NC2C=CC=NC1=2)=[N+](C)C)C.F[P-](F)(F)(F)(F)F, predict the reaction product. The product is: [Br:1][C:2]1[CH:3]=[CH:4][C:5]([O:16][CH2:17][C:18]2[CH:19]=[CH:20][C:21]([Cl:24])=[CH:22][CH:23]=2)=[C:6]([CH2:8][N:9]2[CH2:13][CH2:12][CH:11]([N:14]([CH3:15])[C:38]([C:33]3[CH:34]=[N:35][CH:36]=[CH:37][N:32]=3)=[O:40])[CH2:10]2)[CH:7]=1.